From a dataset of HIV replication inhibition screening data with 41,000+ compounds from the AIDS Antiviral Screen. Binary Classification. Given a drug SMILES string, predict its activity (active/inactive) in a high-throughput screening assay against a specified biological target. The compound is Cc1c(C(=O)CC(=O)C(=O)Nc2ccc(Cl)cc2)[n+]([O-])c2ccccc2[n+]1[O-]. The result is 0 (inactive).